This data is from Full USPTO retrosynthesis dataset with 1.9M reactions from patents (1976-2016). The task is: Predict the reactants needed to synthesize the given product. (1) The reactants are: [F:1][CH:2]([F:28])[S:3][C:4]1[CH:9]=[CH:8][C:7]([NH:10][C:11](=[O:27])[CH2:12][C:13]2[CH:18]=[CH:17][C:16]([NH:19]C(=O)OC(C)(C)C)=[CH:15][CH:14]=2)=[CH:6][CH:5]=1.[F:29][C:30]([F:35])([F:34])[C:31]([OH:33])=[O:32].ClCCl. Given the product [F:29][C:30]([F:35])([F:34])[C:31]([O-:33])=[O:32].[F:29][C:30]([F:35])([F:34])[C:31]([OH:33])=[O:32].[NH2:19][C:16]1[CH:17]=[CH:18][C:13]([CH2:12][C:11]([NH:10][C:7]2[CH:8]=[CH:9][C:4]([S:3][CH:2]([F:28])[F:1])=[CH:5][CH:6]=2)=[O:27])=[CH:14][CH:15]=1, predict the reactants needed to synthesize it. (2) Given the product [C:23]([C:20]1[CH:21]=[C:22]2[C:17]([CH2:16][C:15]([CH3:26])([CH3:25])[C@H:14]2[NH:13][C:10]([C:2]2[NH:1][C:9]3[C:4]([CH:3]=2)=[CH:5][CH:6]=[CH:7][CH:8]=3)=[O:12])=[CH:18][CH:19]=1)#[N:24], predict the reactants needed to synthesize it. The reactants are: [NH:1]1[C:9]2[C:4](=[CH:5][CH:6]=[CH:7][CH:8]=2)[CH:3]=[C:2]1[C:10]([OH:12])=O.[NH2:13][C@H:14]1[C:22]2[C:17](=[CH:18][CH:19]=[C:20]([C:23]#[N:24])[CH:21]=2)[CH2:16][C:15]1([CH3:26])[CH3:25].CN([P+](ON1N=NC2C=CC=CC1=2)(N(C)C)N(C)C)C.F[P-](F)(F)(F)(F)F.CN1CCOCC1.CNC. (3) Given the product [NH:22]1[C:17]2[CH:16]=[CH:15][C:20]([N:9]3[C@@H:8]([CH2:1][C:2]4[CH:3]=[CH:4][CH:5]=[CH:6][CH:7]=4)[CH2:12][O:11][C:10]3=[O:13])=[CH:19][C:18]=2[N:21]=[CH:25]1, predict the reactants needed to synthesize it. The reactants are: [CH2:1]([C@H:8]1[CH2:12][O:11][C:10](=[O:13])[NH:9]1)[C:2]1[CH:7]=[CH:6][CH:5]=[CH:4][CH:3]=1.I[C:15]1[CH:16]=[C:17]([NH2:22])[C:18]([NH2:21])=[CH:19][CH:20]=1.[F-].[Cs+].[CH:25]1(N)CCCCC1N.C(OCC)(OCC)OCC. (4) Given the product [Cl:1][C:2]1[CH:15]=[CH:14][C:5]2[S:6][C:7]([S:10]([NH:16][C:17]3[N:22]=[C:21]([CH2:23][C:24]([N:26]([CH2:27][CH3:28])[CH2:29][CH3:30])=[O:25])[CH:20]=[CH:19][CH:18]=3)(=[O:12])=[O:11])=[C:8]([CH3:9])[C:4]=2[CH:3]=1, predict the reactants needed to synthesize it. The reactants are: [Cl:1][C:2]1[CH:15]=[CH:14][C:5]2[S:6][C:7]([S:10](Cl)(=[O:12])=[O:11])=[C:8]([CH3:9])[C:4]=2[CH:3]=1.[NH2:16][C:17]1[N:22]=[C:21]([CH2:23][C:24]([N:26]([CH2:29][CH3:30])[CH2:27][CH3:28])=[O:25])[CH:20]=[CH:19][CH:18]=1. (5) The reactants are: [NH2:1][C:2]1[N:6]([CH3:7])[C:5](=[O:8])[C:4]([C:21]2[CH:26]=[CH:25][C:24]([F:27])=[C:23](Br)[CH:22]=2)([C:9]2[CH:14]=[CH:13][CH:12]=[C:11]([S:15]([F:20])([F:19])([F:18])([F:17])[F:16])[CH:10]=2)[N:3]=1.CC1(C)C(C)(C)OB([C:37]2[CH:38]=[N:39][CH:40]=[C:41]([CH:44]=2)[C:42]#[N:43])O1. Given the product [NH2:1][C:2]1[N:6]([CH3:7])[C:5](=[O:8])[C:4]([C:21]2[CH:26]=[CH:25][C:24]([F:27])=[C:23]([C:37]3[CH:38]=[N:39][CH:40]=[C:41]([CH:44]=3)[C:42]#[N:43])[CH:22]=2)([C:9]2[CH:14]=[CH:13][CH:12]=[C:11]([S:15]([F:20])([F:19])([F:18])([F:17])[F:16])[CH:10]=2)[N:3]=1, predict the reactants needed to synthesize it. (6) The reactants are: [CH:1]1([C:8](=O)[CH:9]([C:15]2[C:20]([F:21])=[CH:19][C:18]([F:22])=[CH:17][C:16]=2[F:23])[C:10]([O:12]CC)=O)[CH2:7][CH2:6][CH2:5][CH2:4][CH2:3][CH2:2]1.[NH2:25][C:26]1[NH:27][CH:28]=[CH:29][N:30]=1.C(N(CCCC)CCCC)CCC. Given the product [CH:1]1([C:8]2[N:27]3[CH:28]=[CH:29][N:30]=[C:26]3[N:25]=[C:10]([OH:12])[C:9]=2[C:15]2[C:16]([F:23])=[CH:17][C:18]([F:22])=[CH:19][C:20]=2[F:21])[CH2:2][CH2:3][CH2:4][CH2:5][CH2:6][CH2:7]1, predict the reactants needed to synthesize it. (7) Given the product [Cl:21][C:22]1[N:23]=[C:24]([NH2:29])[N:25]=[C:26]([NH:8][C:6]2[CH:5]=[C:4]([F:9])[C:3]([NH:10][C:11]3[CH:16]=[CH:15][N:14]=[C:13]4[NH:17][CH:18]=[C:19]([CH3:20])[C:12]=34)=[C:2]([F:1])[CH:7]=2)[CH:27]=1, predict the reactants needed to synthesize it. The reactants are: [F:1][C:2]1[CH:7]=[C:6]([NH2:8])[CH:5]=[C:4]([F:9])[C:3]=1[NH:10][C:11]1[CH:16]=[CH:15][N:14]=[C:13]2[NH:17][CH:18]=[C:19]([CH3:20])[C:12]=12.[Cl:21][C:22]1[CH:27]=[C:26](Cl)[N:25]=[C:24]([NH2:29])[N:23]=1.Cl.[OH-].[Na+]. (8) Given the product [Cl:1][C:2]1[CH:3]=[CH:4][C:5]2[NH:11][C:10]3[CH:13]=[CH:14][CH:15]=[CH:16][C:9]=3[C:8]([CH:30]3[CH2:26][CH2:25][NH:24][CH2:27][CH2:28]3)=[N:7][C:6]=2[CH:17]=1, predict the reactants needed to synthesize it. The reactants are: [Cl:1][C:2]1[CH:3]=[CH:4][C:5]2[N:11](Cl)[C:10]3[CH:13]=[CH:14][CH:15]=[CH:16][C:9]=3[CH:8]=[N:7][C:6]=2[CH:17]=1.B(Br)(Br)Br.CC[N:24]([CH2:27][CH3:28])[CH2:25][CH3:26].O.[CH2:30]1COCC1. (9) Given the product [NH2:20][C@H:17]1[C:12]2=[N:13][CH:14]=[CH:15][N:16]=[C:11]2[C@@H:10]([NH:31][C:32](=[O:38])[O:33][C:34]([CH3:37])([CH3:36])[CH3:35])[C@H:9]([C:3]2[CH:4]=[CH:5][CH:6]=[C:7]([F:8])[C:2]=2[F:1])[CH2:19][CH2:18]1, predict the reactants needed to synthesize it. The reactants are: [F:1][C:2]1[C:7]([F:8])=[CH:6][CH:5]=[CH:4][C:3]=1[C@@H:9]1[CH2:19][CH2:18][C@@H:17]([N:20]2C(=O)C3C(=CC=CC=3)C2=O)[C:12]2=[N:13][CH:14]=[CH:15][N:16]=[C:11]2[C@H:10]1[NH:31][C:32](=[O:38])[O:33][C:34]([CH3:37])([CH3:36])[CH3:35].O.NN.